Dataset: Forward reaction prediction with 1.9M reactions from USPTO patents (1976-2016). Task: Predict the product of the given reaction. (1) Given the reactants [Si]([O:8][CH2:9][C:10]([C:13]1[S:14][C:15]([C:18]2[CH:23]=[C:22]([F:24])[CH:21]=[C:20]([NH:25][C:26]3[N:31]=[C:30]([CH:32]4[CH2:34][CH2:33]4)[C:29]([F:35])=[CH:28][N:27]=3)[CH:19]=2)=[CH:16][N:17]=1)([OH:12])[CH3:11])(C(C)(C)C)(C)C.Cl, predict the reaction product. The product is: [CH:32]1([C:30]2[C:29]([F:35])=[CH:28][N:27]=[C:26]([NH:25][C:20]3[CH:19]=[C:18]([C:15]4[S:14][C:13]([C:10]([OH:12])([CH3:11])[CH2:9][OH:8])=[N:17][CH:16]=4)[CH:23]=[C:22]([F:24])[CH:21]=3)[N:31]=2)[CH2:33][CH2:34]1. (2) Given the reactants C[O:2][C:3](=[O:26])/[CH:4]=[CH:5]/[C:6]1[CH:7]=[C:8]2[C:22](=[CH:23][CH:24]=1)[O:21][C:11]1([CH2:16][CH2:15][N:14]([S:17]([CH3:20])(=[O:19])=[O:18])[CH2:13][CH2:12]1)[CH2:10][C:9]2=[O:25].[OH-].[Na+], predict the reaction product. The product is: [CH3:20][S:17]([N:14]1[CH2:13][CH2:12][C:11]2([CH2:10][C:9](=[O:25])[C:8]3[C:22](=[CH:23][CH:24]=[C:6](/[CH:5]=[CH:4]/[C:3]([OH:26])=[O:2])[CH:7]=3)[O:21]2)[CH2:16][CH2:15]1)(=[O:18])=[O:19]. (3) Given the reactants [C:1]([O:5][C:6]([N:8]1[CH2:13][CH2:12][CH:11]([CH2:14][CH2:15][N:16]2[CH2:21][CH2:20][N:19]([C:22]3[CH:27]=[CH:26][C:25]([C:28]([O:30]CC)=[O:29])=[CH:24][CH:23]=3)[CH2:18][CH2:17]2)[CH2:10][CH2:9]1)=[O:7])([CH3:4])([CH3:3])[CH3:2].[OH-].[Na+], predict the reaction product. The product is: [C:1]([O:5][C:6]([N:8]1[CH2:13][CH2:12][CH:11]([CH2:14][CH2:15][N:16]2[CH2:17][CH2:18][N:19]([C:22]3[CH:27]=[CH:26][C:25]([C:28]([OH:30])=[O:29])=[CH:24][CH:23]=3)[CH2:20][CH2:21]2)[CH2:10][CH2:9]1)=[O:7])([CH3:4])([CH3:2])[CH3:3]. (4) Given the reactants [C:1]([O:5][C:6]([N:8]1[CH2:13][C@H:12]2[C@H:10]([C:11]2([CH3:15])[CH3:14])[CH:9]1O)=[O:7])([CH3:4])([CH3:3])[CH3:2].C[Si]([C:21]#[N:22])(C)C, predict the reaction product. The product is: [C:1]([O:5][C:6]([N:8]1[CH2:13][C@H:12]2[C@H:10]([C:11]2([CH3:15])[CH3:14])[C@H:9]1[C:21]#[N:22])=[O:7])([CH3:4])([CH3:3])[CH3:2]. (5) Given the reactants [NH2:1][C:2]1[N:7]=[C:6]([N:8]2[C:16]3[C:11](=[CH:12][CH:13]=[C:14]([C:17]#[C:18][C@@:19]([OH:27])([C:21]4[N:25]=[C:24]([CH3:26])[O:23][N:22]=4)[CH3:20])[CH:15]=3)[C:10]([C:28](O)=[O:29])=[N:9]2)[C:5]([Cl:31])=[CH:4][N:3]=1.F[P-](F)(F)(F)(F)F.N1(OC(N(C)C)=[N+](C)C)C2N=CC=CC=2N=N1.Cl.[NH:57]1[CH2:60][CH:59]([OH:61])[CH2:58]1.C(N(CC)CC)C, predict the reaction product. The product is: [NH2:1][C:2]1[N:7]=[C:6]([N:8]2[C:16]3[C:11](=[CH:12][CH:13]=[C:14]([C:17]#[C:18][C@@:19]([OH:27])([C:21]4[N:25]=[C:24]([CH3:26])[O:23][N:22]=4)[CH3:20])[CH:15]=3)[C:10]([C:28]([N:57]3[CH2:60][CH:59]([OH:61])[CH2:58]3)=[O:29])=[N:9]2)[C:5]([Cl:31])=[CH:4][N:3]=1. (6) Given the reactants [CH:1]1([C:7]([NH2:9])=[O:8])[CH2:6][CH2:5][CH2:4][CH2:3][CH2:2]1.Cl[CH2:11][C:12](=O)[CH2:13][C:14]([O:16][CH2:17][CH3:18])=[O:15], predict the reaction product. The product is: [CH2:17]([O:16][C:14](=[O:15])[CH2:13][C:12]1[N:9]=[C:7]([CH:1]2[CH2:6][CH2:5][CH2:4][CH2:3][CH2:2]2)[O:8][CH:11]=1)[CH3:18]. (7) Given the reactants [Br:1][C:2]1[N:3]=[C:4]([C:7](=[N:15][NH2:16])[NH:8][C@@H:9]([CH3:14])[C:10]([F:13])([F:12])[F:11])[S:5][CH:6]=1.[CH2:17](OC(OCC)OCC)C, predict the reaction product. The product is: [Br:1][C:2]1[N:3]=[C:4]([C:7]2[N:8]([C@@H:9]([CH3:14])[C:10]([F:13])([F:11])[F:12])[CH:17]=[N:16][N:15]=2)[S:5][CH:6]=1.